This data is from Drug-target binding data from BindingDB using IC50 measurements. The task is: Regression. Given a target protein amino acid sequence and a drug SMILES string, predict the binding affinity score between them. We predict pIC50 (pIC50 = -log10(IC50 in M); higher means more potent). Dataset: bindingdb_ic50. (1) The drug is O=C1CCc2cc3cc(c2N1Cc1ccccc1)OC/C=C/CO[C@H]1C[C@@H](CO)N(C1)c1cc(n2ncc(Cl)c2n1)N3. The target protein (Q05516) has sequence MDLTKMGMIQLQNPSHPTGLLCKANQMRLAGTLCDVVIMVDSQEFHAHRTVLACTSKMFEILFHRNSQHYTLDFLSPKTFQQILEYAYTATLQAKAEDLDDLLYAAEILEIEYLEEQCLKMLETIQASDDNDTEATMADGGAEEEEDRKARYLKNIFISKHSSEESGYASVAGQSLPGPMVDQSPSVSTSFGLSAMSPTKAAVDSLMTIGQSLLQGTLQPPAGPEEPTLAGGGRHPGVAEVKTEMMQVDEVPSQDSPGAAESSISGGMGDKVEERGKEGPGTPTRSSVITSARELHYGREESAEQVPPPAEAGQAPTGRPEHPAPPPEKHLGIYSVLPNHKADAVLSMPSSVTSGLHVQPALAVSMDFSTYGGLLPQGFIQRELFSKLGELAVGMKSESRTIGEQCSVCGVELPDNEAVEQHRKLHSGMKTYGCELCGKRFLDSLRLRMHLLAHSAGAKAFVCDQCGAQFSKEDALETHRQTHTGTDMAVFCLLCGKRFQ.... The pIC50 is 4.5. (2) The drug is OC[C@@H]1NC[C@@H](O)[C@H](O)[C@H]1O. The target protein (Q58D55) has sequence MPGVVRLLALLLVPLLLGSARGLHNATQRTFQIDYRRNRFLKDGQPFRYISGSIHYFRVPRFYWKDRLLKMKMAGLNAIQTYVAWNFHELQPGRYNFSGDHDVEHFIQLAHELGLLVILRPGPYICAEWDMGGLPAWLLEKKSIVLRSSDPDYLAAVDKWLGVLLPKMRPLLYKNGGPIITVQVENEYGSYLSCDYDYLRFLQKRFHDHLGEDVLLFTTDGVNERLLQCGALQGLYATVDFSPGTNLTAAFMLQRKFEPTGPLVNSEFYTGWLDHWGQRHSTVSSKAVAFTLHDMLALGANVNMYMFIGGTNFAYWNGANIPYQPQPTSYDYDAPLSEAGDLTEKYFALRDIIQKFAKVPEGPIPPSTPKFAYGKVALNKLKTVEDALNILCPSGPIKSVYPLTFIDVKQYFGFVLYRTMLPEDCSDPTPLSSPLSGVHDRAYVSVNGVAQGILERESVITLNITGKAGATLDLLVENMGRVNYGSSINDFKGLVSNLTL.... The pIC50 is 3.2. (3) The small molecule is C1=CC2C3CNCC3C1C1CC21. The target protein (P0DOF5) has sequence MSLLTEVETPIRNEWGCRCNDSSDPLVVAASIIGILHLILWILDRLFFKCIYRFFEHGLKRGPSTEGVPESMREEYRKEQQSAVDADDSHFVSIELE. The pIC50 is 5.5.